Dataset: Full USPTO retrosynthesis dataset with 1.9M reactions from patents (1976-2016). Task: Predict the reactants needed to synthesize the given product. (1) Given the product [CH3:1][O:2][C:3]1[N:10]=[CH:9][C:8]([N:11]2[C:16]3[CH:17]=[C:18]([NH:21][C@H:22]4[CH2:26][CH2:25][N:24]([C:40]([CH:37]5[CH2:38][CH2:39][O:34][CH2:35][CH2:36]5)=[O:41])[CH2:23]4)[CH:19]=[CH:20][C:15]=3[O:14][CH2:13][CH2:12]2)=[CH:7][C:4]=1[C:5]#[N:6], predict the reactants needed to synthesize it. The reactants are: [CH3:1][O:2][C:3]1[N:10]=[CH:9][C:8]([N:11]2[C:16]3[CH:17]=[C:18]([NH:21][C@H:22]4[CH2:26][CH2:25][NH:24][CH2:23]4)[CH:19]=[CH:20][C:15]=3[O:14][CH2:13][CH2:12]2)=[CH:7][C:4]=1[C:5]#[N:6].CCN(CC)CC.[O:34]1[CH2:39][CH2:38][CH:37]([C:40](Cl)=[O:41])[CH2:36][CH2:35]1. (2) Given the product [Cl:22][C:23]1[CH:28]=[CH:27][C:26]([C:2]2[CH:3]=[N:4][CH:5]=[C:6]3[C:11]=2[N:10]=[C:9]([C:12]([NH:14][CH2:15][C:16]2[CH:21]=[CH:20][N:19]=[CH:18][CH:17]=2)=[O:13])[CH:8]=[CH:7]3)=[CH:25][CH:24]=1, predict the reactants needed to synthesize it. The reactants are: Br[C:2]1[CH:3]=[N:4][CH:5]=[C:6]2[C:11]=1[N:10]=[C:9]([C:12]([NH:14][CH2:15][C:16]1[CH:21]=[CH:20][N:19]=[CH:18][CH:17]=1)=[O:13])[CH:8]=[CH:7]2.[Cl:22][C:23]1[CH:28]=[CH:27][C:26](B(O)O)=[CH:25][CH:24]=1.C(=O)([O-])[O-].[Cs+].[Cs+]. (3) Given the product [Cl:1][C:2]1[CH:7]=[C:6]([Cl:8])[CH:5]=[CH:4][C:3]=1[C:9](=[CH2:19])[C:10]([C:12]1[CH:13]=[CH:14][C:15](=[O:18])[NH:16][CH:17]=1)=[O:11], predict the reactants needed to synthesize it. The reactants are: [Cl:1][C:2]1[CH:7]=[C:6]([Cl:8])[CH:5]=[CH:4][C:3]=1[CH2:9][C:10]([C:12]1[CH:13]=[CH:14][C:15](=[O:18])[NH:16][CH:17]=1)=[O:11].[C:19](OC(=O)C)(=O)C. (4) Given the product [Br:6][C:7]1[CH:8]=[C:9]([NH:13][C:14]2[C:23]3[C:18](=[CH:19][C:20]([O:25][CH3:26])=[C:21]([O:24][CH2:1][CH:3]4[CH2:4][O:5]4)[CH:22]=3)[N:17]=[CH:16][N:15]=2)[CH:10]=[CH:11][CH:12]=1, predict the reactants needed to synthesize it. The reactants are: [CH2:1]([CH:3]1[O:5][CH2:4]1)Br.[Br:6][C:7]1[CH:8]=[C:9]([NH:13][C:14]2[C:23]3[C:18](=[CH:19][C:20]([O:25][CH3:26])=[C:21]([OH:24])[CH:22]=3)[N:17]=[CH:16][N:15]=2)[CH:10]=[CH:11][CH:12]=1.C(=O)([O-])[O-].[K+].[K+]. (5) Given the product [C:23]1([C:8]2[CH:17]=[CH:16][CH:15]=[CH:14][CH:9]=2)[CH:24]=[CH:25][C:20]([CH2:19][N:13]2[C:14]3[C:9](=[C:8]([N:1]4[CH2:6][CH2:5][NH:4][CH2:3][CH2:2]4)[CH:17]=[C:16]([Cl:18])[CH:15]=3)[C:10](=[O:36])[C:11]([C:28]3[CH:33]=[CH:32][C:31]([O:34][CH3:35])=[CH:30][CH:29]=3)([CH3:27])[C:12]2=[O:26])=[CH:21][CH:22]=1, predict the reactants needed to synthesize it. The reactants are: [NH:1]1[CH2:6][CH2:5][NH:4][CH2:3][CH2:2]1.Cl[C:8]1[CH:17]=[C:16]([Cl:18])[CH:15]=[C:14]2[C:9]=1[C:10](=[O:36])[C:11]([C:28]1[CH:33]=[CH:32][C:31]([O:34][CH3:35])=[CH:30][CH:29]=1)([CH3:27])[C:12](=[O:26])[N:13]2[CH2:19][CH:20]1[CH2:25][CH2:24][CH2:23][CH2:22][CH2:21]1. (6) Given the product [CH:1]([C:3]1[S:7][C:6]([C:8]([OH:10])=[O:9])=[CH:5][C:4]=1[C:12]1[N:16]2[N:17]=[CH:18][CH:19]=[CH:20][C:15]2=[N:14][CH:13]=1)=[CH2:2], predict the reactants needed to synthesize it. The reactants are: [CH:1]([C:3]1[S:7][C:6]([C:8]([O:10]C)=[O:9])=[CH:5][C:4]=1[C:12]1[N:16]2[N:17]=[CH:18][CH:19]=[CH:20][C:15]2=[N:14][CH:13]=1)=[CH2:2].C1COCC1.[OH-].[K+].